Dataset: Forward reaction prediction with 1.9M reactions from USPTO patents (1976-2016). Task: Predict the product of the given reaction. Given the reactants NC[C@@H]1C[C@H](O)C1.CS([O:12][C@H:13]1[CH2:16][C@@H:15]([CH2:17][N:18]([C:20]([O:22][C:23]([CH3:26])([CH3:25])[CH3:24])=[O:21])[CH3:19])[CH2:14]1)(=O)=O.[Cl:27][C:28]1[C:33]([CH2:34][N:35]2[CH2:39][CH2:38][CH2:37][CH2:36]2)=[C:32]([Cl:40])[CH:31]=[CH:30][C:29]=1O.C([O-])([O-])=O.[Cs+].[Cs+], predict the reaction product. The product is: [Cl:40][C:32]1[C:33]([CH2:34][N:35]2[CH2:39][CH2:38][CH2:37][CH2:36]2)=[C:28]([Cl:27])[CH:29]=[CH:30][C:31]=1[O:12][C@H:13]1[CH2:16][C@H:15]([CH2:17][N:18]([CH3:19])[C:20](=[O:21])[O:22][C:23]([CH3:26])([CH3:25])[CH3:24])[CH2:14]1.